From a dataset of Forward reaction prediction with 1.9M reactions from USPTO patents (1976-2016). Predict the product of the given reaction. (1) The product is: [Br:6][C:7]1[CH:11]=[C:10]([C:12]2[O:14][C:37](=[O:36])[C:32]3[CH:31]=[C:30]([Cl:29])[CH:41]=[C:40]([CH3:42])[C:33]=3[N:34]=2)[N:9]([C:15]2[C:20]([Cl:21])=[CH:19][CH:18]=[CH:17][N:16]=2)[N:8]=1. Given the reactants CS(Cl)(=O)=O.[Br:6][C:7]1[CH:11]=[C:10]([C:12]([OH:14])=O)[N:9]([C:15]2[C:20]([Cl:21])=[CH:19][CH:18]=[CH:17][N:16]=2)[N:8]=1.N1C=CC=C(C)C=1.[Cl:29][C:30]1[CH:41]=[C:40]([CH3:42])[C:33]2[NH:34]C(=O)[O:36][C:37](=O)[C:32]=2[CH:31]=1, predict the reaction product. (2) Given the reactants Br[C:2]1[C:10]2[C:9]([NH:11][C:12]3[CH:13]=[C:14]([CH:21]=[CH:22][CH:23]=3)[O:15][CH2:16][C:17]([O:19][CH3:20])=[O:18])=[N:8][CH:7]=[N:6][C:5]=2[O:4][C:3]=1[C:24]1[CH:29]=[CH:28][CH:27]=[CH:26][CH:25]=1.[CH2:30]([C:32]1[CH:33]=[CH:34][C:35]([Sn](CCCC)(CCCC)CCCC)=[N:36][CH:37]=1)[CH3:31], predict the reaction product. The product is: [CH3:20][O:19][C:17](=[O:18])[CH2:16][O:15][C:14]1[CH:21]=[CH:22][CH:23]=[C:12]([NH:11][C:9]2[C:10]3[C:2]([C:35]4[CH:34]=[CH:33][C:32]([CH2:30][CH3:31])=[CH:37][N:36]=4)=[C:3]([C:24]4[CH:29]=[CH:28][CH:27]=[CH:26][CH:25]=4)[O:4][C:5]=3[N:6]=[CH:7][N:8]=2)[CH:13]=1. (3) Given the reactants FC(F)(F)S(O[C:7]1[C:12]([C:13](=[O:15])[CH3:14])=[CH:11][C:10]([Cl:16])=[C:9]([CH3:17])[C:8]=1[N+:18]([O-:20])=[O:19])(=O)=O.[F:23][C:24]1[CH:25]=[C:26](B(O)O)[CH:27]=[C:28]([F:30])[CH:29]=1.N#N, predict the reaction product. The product is: [Cl:16][C:10]1[C:9]([CH3:17])=[C:8]([N+:18]([O-:20])=[O:19])[C:7]([C:26]2[CH:25]=[C:24]([F:23])[CH:29]=[C:28]([F:30])[CH:27]=2)=[C:12]([C:13](=[O:15])[CH3:14])[CH:11]=1. (4) Given the reactants [C:1]([N:4]([CH2:9][C:10]([OH:12])=O)[CH2:5][C:6]([OH:8])=[O:7])(=[O:3])[CH3:2].[OH2:13], predict the reaction product. The product is: [C:6]([CH2:5][N:4]1[CH2:2][C:1](=[O:3])[N:4]([CH2:5][C:6]([OH:8])=[O:7])[CH2:9][C:10]1=[O:12])([OH:7])=[O:13]. (5) Given the reactants [CH:1]([C:4]1[CH:5]=[C:6]([C:12]([NH:14][C:15]2[O:19][C:18]([C:20]([O:22]C)=[O:21])=[CH:17][CH:16]=2)=[O:13])[O:7][C:8]=1[CH:9]([CH3:11])[CH3:10])([CH3:3])[CH3:2].[OH-].[Li+], predict the reaction product. The product is: [CH:1]([C:4]1[CH:5]=[C:6]([C:12]([NH:14][C:15]2[O:19][C:18]([C:20]([OH:22])=[O:21])=[CH:17][CH:16]=2)=[O:13])[O:7][C:8]=1[CH:9]([CH3:11])[CH3:10])([CH3:2])[CH3:3]. (6) Given the reactants [Br:1][C:2]1[CH:3]=[N:4][C:5]2[C:10]([CH:11]=1)=[N:9][CH:8]=[C:7]([CH:12]=[CH:13][O:14]CC)[CH:6]=2.C(O)=O, predict the reaction product. The product is: [Br:1][C:2]1[CH:11]=[C:10]2[C:5]([CH:6]=[C:7]([CH2:12][CH:13]=[O:14])[CH:8]=[N:9]2)=[N:4][CH:3]=1. (7) Given the reactants Br[C:2]1[CH:3]=[C:4]2[O:16][CH2:15][CH2:14][O:13][C:5]2=[C:6]2[C:11]=1[NH:10][CH:9]=[CH:8][C:7]2=[O:12].[OH-].[Na+], predict the reaction product. The product is: [O:13]1[C:5]2=[C:6]3[C:11](=[CH:2][CH:3]=[C:4]2[O:16][CH2:15][CH2:14]1)[NH:10][CH:9]=[CH:8][C:7]3=[O:12].